Dataset: Reaction yield outcomes from USPTO patents with 853,638 reactions. Task: Predict the reaction yield, written as a fraction of the theoretical maximum amount of product (1.0 means a 100% yield; for example, 0.34 means a 34% yield). (1) The catalyst is CN(C=O)C.[Pd].C1(P(C2C=CC=CC=2)C2C=CC=CC=2)C=CC=CC=1.C1(P(C2C=CC=CC=2)C2C=CC=CC=2)C=CC=CC=1.C1(P(C2C=CC=CC=2)C2C=CC=CC=2)C=CC=CC=1.C1(P(C2C=CC=CC=2)C2C=CC=CC=2)C=CC=CC=1. The product is [F:19][C:10]1[C:9]([O:8][CH2:7][C:5]2[S:6][C:2]([C:33]3[N:34]=[CH:35][S:36][CH:37]=3)=[C:3]([C:20]3[CH:25]=[CH:24][C:23]([O:26][CH3:27])=[CH:22][CH:21]=3)[N:4]=2)=[CH:17][CH:16]=[C:15]([F:18])[C:11]=1[C:12]([NH2:14])=[O:13]. The yield is 0.360. The reactants are Br[C:2]1[S:6][C:5]([CH2:7][O:8][C:9]2[C:10]([F:19])=[C:11]([C:15]([F:18])=[CH:16][CH:17]=2)[C:12]([NH2:14])=[O:13])=[N:4][C:3]=1[C:20]1[CH:25]=[CH:24][C:23]([O:26][CH3:27])=[CH:22][CH:21]=1.C([Sn](CCCC)(CCCC)[C:33]1[N:34]=[CH:35][S:36][CH:37]=1)CCC.O. (2) The reactants are [CH2:1]([N:8]1[CH2:13][CH2:12][C:11]([N:16]([CH3:18])[CH3:17])([C:14]#N)[CH2:10][CH2:9]1)[C:2]1[CH:7]=[CH:6][CH:5]=[CH:4][CH:3]=1.CO.C(Cl)(Cl)Cl.[NH4+].[Cl-].[CH2:27]1[CH2:31]OC[CH2:28]1. No catalyst specified. The product is [CH2:1]([N:8]1[CH2:9][CH2:10][C:11]([CH2:14][CH2:28][CH2:27][CH3:31])([N:16]([CH3:17])[CH3:18])[CH2:12][CH2:13]1)[C:2]1[CH:3]=[CH:4][CH:5]=[CH:6][CH:7]=1. The yield is 0.530. (3) The reactants are [N:1]([CH2:4][C:5](=[O:18])[C:6]([C:9]1[CH:14]=[CH:13][C:12]([F:15])=[C:11]([O:16][CH3:17])[CH:10]=1)([CH3:8])[CH3:7])=[N+]=[N-].[ClH:19]. The catalyst is CO.[Pd]. The product is [ClH:19].[NH2:1][CH2:4][C:5](=[O:18])[C:6]([C:9]1[CH:14]=[CH:13][C:12]([F:15])=[C:11]([O:16][CH3:17])[CH:10]=1)([CH3:8])[CH3:7]. The yield is 0.550. (4) The reactants are [OH:1][C:2]1[CH:10]=[CH:9][C:5]2[N:6]=[CH:7][S:8][C:4]=2[C:3]=1[I:11].Cl[C:13]1[C:22]2[C:17](=[CH:18][C:19]([O:25][CH3:26])=[C:20]([O:23][CH3:24])[CH:21]=2)[N:16]=[CH:15][CH:14]=1. The catalyst is CN(C)C1C=CN=CC=1.ClC1C=CC=CC=1Cl. The product is [I:11][C:3]1[C:4]2[S:8][CH:7]=[N:6][C:5]=2[CH:9]=[CH:10][C:2]=1[O:1][C:13]1[C:22]2[C:17](=[CH:18][C:19]([O:25][CH3:26])=[C:20]([O:23][CH3:24])[CH:21]=2)[N:16]=[CH:15][CH:14]=1. The yield is 0.430.